Dataset: Catalyst prediction with 721,799 reactions and 888 catalyst types from USPTO. Task: Predict which catalyst facilitates the given reaction. (1) Reactant: [Cl:1][CH2:2][CH2:3][O:4][C:5]1[CH:10]=[CH:9][CH:8]=[CH:7][C:6]=1[C:11]([NH:14][C:15]1[C:16](=[O:32])[N:17]([C:21]2[CH:22]=[C:23]([CH:27]=[C:28]([F:31])[C:29]=2[CH3:30])[C:24]([OH:26])=O)[CH:18]=[CH:19][N:20]=1)([CH3:13])[CH3:12].F[B-](F)(F)F.[N:38]1([O:47][C:48](N(C)C)=[N+](C)C)C2C=CC=CC=2N=N1.C(N(CC)C(C)C)(C)C.Cl.CON. Product: [Cl:1][CH2:2][CH2:3][O:4][C:5]1[CH:10]=[CH:9][CH:8]=[CH:7][C:6]=1[C:11]([NH:14][C:15]1[C:16](=[O:32])[N:17]([C:21]2[CH:22]=[C:23]([CH:27]=[C:28]([F:31])[C:29]=2[CH3:30])[C:24]([NH:38][O:47][CH3:48])=[O:26])[CH:18]=[CH:19][N:20]=1)([CH3:12])[CH3:13]. The catalyst class is: 18. (2) Reactant: [CH:1](OCC#N)=[O:2].[CH:7]1([NH:10][C:11]([C:13]2[C:21]3[CH:20]=[C:19]([C:22]4[C:27]([Cl:28])=[CH:26][N:25]=[C:24]([NH:29][CH2:30][CH2:31][CH2:32][CH:33]5[CH2:38][CH2:37][NH:36][CH2:35][CH2:34]5)[N:23]=4)[S:18][C:17]=3[CH:16]=[CH:15][CH:14]=2)=[O:12])[CH2:9][CH2:8]1. Product: [CH:7]1([NH:10][C:11]([C:13]2[C:21]3[CH:20]=[C:19]([C:22]4[C:27]([Cl:28])=[CH:26][N:25]=[C:24]([NH:29][CH2:30][CH2:31][CH2:32][CH:33]5[CH2:34][CH2:35][N:36]([CH:1]=[O:2])[CH2:37][CH2:38]5)[N:23]=4)[S:18][C:17]=3[CH:16]=[CH:15][CH:14]=2)=[O:12])[CH2:8][CH2:9]1. The catalyst class is: 39. (3) Reactant: Cl[C:2]1[CH:3]=[C:4]([CH:9]=[C:10]([Cl:12])[N:11]=1)[C:5]([O:7][CH3:8])=[O:6].[NH:13]1[CH2:18][CH2:17][CH2:16][CH2:15][CH2:14]1.C([O-])([O-])=O.[K+].[K+]. Product: [Cl:12][C:10]1[CH:9]=[C:4]([CH:3]=[C:2]([N:13]2[CH2:18][CH2:17][CH2:16][CH2:15][CH2:14]2)[N:11]=1)[C:5]([O:7][CH3:8])=[O:6]. The catalyst class is: 10. (4) The catalyst class is: 2. Reactant: [Cl:1][C:2]1[CH:3]=[CH:4][C:5]2[O:9][C:8]([C:10]3[CH:15]=[CH:14][C:13]([O:16][CH3:17])=[CH:12][CH:11]=3)=[CH:7][C:6]=2[CH:18]=1.[CH2:19]([N:21]([CH2:24][CH2:25][CH2:26][O:27][C:28]1[CH:36]=[CH:35][C:31]([C:32](Cl)=[O:33])=[CH:30][CH:29]=1)[CH2:22][CH3:23])[CH3:20].[Cl-]. Product: [Cl:1][C:2]1[CH:3]=[CH:4][C:5]2[O:9][C:8]([C:10]3[CH:11]=[CH:12][C:13]([O:16][CH3:17])=[CH:14][CH:15]=3)=[C:7]([C:32](=[O:33])[C:31]3[CH:30]=[CH:29][C:28]([O:27][CH2:26][CH2:25][CH2:24][N:21]([CH2:22][CH3:23])[CH2:19][CH3:20])=[CH:36][CH:35]=3)[C:6]=2[CH:18]=1. (5) Reactant: [CH2:1]([OH:14])[CH2:2][CH2:3][CH2:4][CH2:5][CH2:6][CH2:7][CH2:8][CH2:9][CH2:10][CH2:11][CH2:12][OH:13].C1COCC1.CN(C=O)C.[H-].[Na+].[CH:27]1[CH:32]=[CH:31][C:30]([CH2:33]Br)=[CH:29][CH:28]=1. Product: [CH2:33]([O:14][CH2:1][CH2:2][CH2:3][CH2:4][CH2:5][CH2:6][CH2:7][CH2:8][CH2:9][CH2:10][CH2:11][CH2:12][OH:13])[C:30]1[CH:31]=[CH:32][CH:27]=[CH:28][CH:29]=1. The catalyst class is: 18. (6) Reactant: [CH2:1](N(CC)CC)C.CN(C(ON1N=N[C:18]2[CH:19]=[CH:20][CH:21]=N[C:17]1=2)=[N+](C)C)C.F[P-](F)(F)(F)(F)F.[NH3:32].[CH2:33]1[CH2:37][O:36][CH2:35][CH2:34]1. Product: [CH3:35]/[C:34](/[CH2:21][CH2:20][CH:19]=[C:18]([CH3:17])[CH3:1])=[CH:33]\[C:37]([NH2:32])=[O:36]. The catalyst class is: 5. (7) Reactant: [ClH:1].[Br:2][C:3]1[C:13]2[S:12][CH2:11][C@H:10]([NH:14]C(=O)OC(C)(C)C)[C:9](=[O:22])[NH:8][C:7]=2[CH:6]=[CH:5][CH:4]=1. Product: [ClH:1].[NH2:14][C@@H:10]1[C:9](=[O:22])[NH:8][C:7]2[CH:6]=[CH:5][CH:4]=[C:3]([Br:2])[C:13]=2[S:12][CH2:11]1. The catalyst class is: 12.